This data is from NCI-60 drug combinations with 297,098 pairs across 59 cell lines. The task is: Regression. Given two drug SMILES strings and cell line genomic features, predict the synergy score measuring deviation from expected non-interaction effect. (1) Drug 1: C1CC(=O)NC(=O)C1N2CC3=C(C2=O)C=CC=C3N. Drug 2: CCCCCOC(=O)NC1=NC(=O)N(C=C1F)C2C(C(C(O2)C)O)O. Cell line: NCIH23. Synergy scores: CSS=11.3, Synergy_ZIP=0.656, Synergy_Bliss=5.42, Synergy_Loewe=5.87, Synergy_HSA=5.32. (2) Drug 1: CC1C(C(CC(O1)OC2CC(OC(C2O)C)OC3=CC4=CC5=C(C(=O)C(C(C5)C(C(=O)C(C(C)O)O)OC)OC6CC(C(C(O6)C)O)OC7CC(C(C(O7)C)O)OC8CC(C(C(O8)C)O)(C)O)C(=C4C(=C3C)O)O)O)O. Drug 2: COC1=C2C(=CC3=C1OC=C3)C=CC(=O)O2. Cell line: NCIH23. Synergy scores: CSS=56.8, Synergy_ZIP=-2.98, Synergy_Bliss=-6.48, Synergy_Loewe=-20.8, Synergy_HSA=-3.68.